This data is from Forward reaction prediction with 1.9M reactions from USPTO patents (1976-2016). The task is: Predict the product of the given reaction. (1) Given the reactants C([O:3][C:4](=[O:35])[CH2:5][CH2:6][N:7]1[CH2:11][C@@H:10]([CH2:12][C:13]([CH3:16])([CH3:15])[CH3:14])[C@@:9]([C:19]2[CH:24]=[CH:23][C:22]([Cl:25])=[CH:21][C:20]=2[F:26])([C:17]#[N:18])[C@H:8]1[C:27]1[CH:32]=[CH:31][CH:30]=[C:29]([Cl:33])[C:28]=1[F:34])C.[Li+].[OH-], predict the reaction product. The product is: [Cl:33][C:29]1[C:28]([F:34])=[C:27]([C@@H:8]2[C@:9]([C:19]3[CH:24]=[CH:23][C:22]([Cl:25])=[CH:21][C:20]=3[F:26])([C:17]#[N:18])[C@H:10]([CH2:12][C:13]([CH3:15])([CH3:16])[CH3:14])[CH2:11][N:7]2[CH2:6][CH2:5][C:4]([OH:35])=[O:3])[CH:32]=[CH:31][CH:30]=1. (2) Given the reactants [OH:1][C:2]1[CH:7]=[CH:6][C:5]([CH2:8][CH2:9][C:10]([O:12][CH3:13])=[O:11])=[CH:4][CH:3]=1.[C@H:14]1(O)[C:22]2[C:17](=[CH:18][CH:19]=[CH:20][CH:21]=2)[CH2:16][CH2:15]1.N(C(N1CCCCC1)=O)=NC(N1CCCCC1)=O.C(P(CCCC)CCCC)CCC, predict the reaction product. The product is: [C@@H:14]1([O:1][C:2]2[CH:3]=[CH:4][C:5]([CH2:8][CH2:9][C:10]([O:12][CH3:13])=[O:11])=[CH:6][CH:7]=2)[C:22]2[C:17](=[CH:18][CH:19]=[CH:20][CH:21]=2)[CH2:16][CH2:15]1. (3) Given the reactants [CH3:1][O:2][C:3](=[O:15])[C:4](=O)[CH:5](Cl)[C:6]1[CH:11]=[CH:10][CH:9]=[CH:8][C:7]=1[F:12].[NH2:16][C:17]([NH2:19])=[S:18], predict the reaction product. The product is: [CH3:1][O:2][C:3]([C:4]1[N:16]=[C:17]([NH2:19])[S:18][C:5]=1[C:6]1[CH:11]=[CH:10][CH:9]=[CH:8][C:7]=1[F:12])=[O:15]. (4) Given the reactants Br[C:2]1[CH:3]=[CH:4][C:5]2[N:9]=[C:8]([NH:10][C:11](=[O:17])[CH2:12][C:13]([CH3:16])([CH3:15])[CH3:14])[N:7]([CH:18]3[CH2:21][CH2:20][CH2:19]3)[C:6]=2[CH:22]=1.CO.C([SiH](CC)CC)C, predict the reaction product. The product is: [CH:18]1([N:7]2[C:6]3[CH:22]=[CH:2][CH:3]=[CH:4][C:5]=3[N:9]=[C:8]2[NH:10][C:11](=[O:17])[CH2:12][C:13]([CH3:15])([CH3:14])[CH3:16])[CH2:19][CH2:20][CH2:21]1. (5) The product is: [Br:29][C:30]1[N:35]=[CH:34][C:33]2[C:36]([C:3]3[C:2]([CH3:1])=[CH:6][N:5]([CH2:7][CH2:8][O:9][CH:10]4[CH2:15][CH2:14][CH2:13][CH2:12][O:11]4)[N:4]=3)=[CH:37][N:38]([CH:39]([CH3:41])[CH3:40])[C:32]=2[CH:31]=1. Given the reactants [CH3:1][C:2]1[C:3]([Sn](CCCC)(CCCC)CCCC)=[N:4][N:5]([CH2:7][CH2:8][O:9][CH:10]2[CH2:15][CH2:14][CH2:13][CH2:12][O:11]2)[CH:6]=1.[Br:29][C:30]1[N:35]=[CH:34][C:33]2[C:36](I)=[CH:37][N:38]([CH:39]([CH3:41])[CH3:40])[C:32]=2[CH:31]=1, predict the reaction product. (6) Given the reactants Br[C:2]1[CH:7]=[C:6]([F:8])[C:5]([F:9])=[CH:4][C:3]=1[S:10]([CH3:13])(=[O:12])=[O:11].[CH3:14][C:15]1([CH3:31])[C:19]([CH3:21])([CH3:20])[O:18][B:17]([B:17]2[O:18][C:19]([CH3:21])([CH3:20])[C:15]([CH3:31])([CH3:14])[O:16]2)[O:16]1.C([O-])(=O)C.[K+], predict the reaction product. The product is: [F:9][C:5]1[C:6]([F:8])=[CH:7][C:2]([B:17]2[O:18][C:19]([CH3:21])([CH3:20])[C:15]([CH3:31])([CH3:14])[O:16]2)=[C:3]([S:10]([CH3:13])(=[O:12])=[O:11])[CH:4]=1. (7) Given the reactants F.F.F.C([N:6]([CH2:9]C)[CH2:7]C)C.[Si]([O:28][CH2:29][C@H:30]1[O:34][C@@H:33]([N:35]2[CH:42]=[C:41]([CH3:43])[C:39](=[O:40])[NH:38][C:36]2=[O:37])[C@:32](CCON(C)C)([OH:44])[C@@H:31]1[OH:51])(C(C)(C)C)(C1C=CC=CC=1)C1C=CC=CC=1.CO.C1C[O:57][CH2:56][CH2:55]1, predict the reaction product. The product is: [CH3:9][N:6]([CH3:7])[O:57][CH2:56][CH2:55][O:44][C@@H:32]1[C@H:31]([OH:51])[C@@H:30]([CH2:29][OH:28])[O:34][C@H:33]1[N:35]1[CH:42]=[C:41]([CH3:43])[C:39](=[O:40])[NH:38][C:36]1=[O:37]. (8) Given the reactants [CH3:1][C:2]1[C:7]([CH:8]2[CH2:13][CH2:12][N:11](C(OC(C)(C)C)=O)[CH2:10][CH2:9]2)=[CH:6][CH:5]=[CH:4][N:3]=1.[ClH:21], predict the reaction product. The product is: [ClH:21].[CH3:1][C:2]1[C:7]([CH:8]2[CH2:13][CH2:12][NH:11][CH2:10][CH2:9]2)=[CH:6][CH:5]=[CH:4][N:3]=1. (9) Given the reactants Cl[C:2]([O:4][C:5]1[CH:10]=[CH:9][C:8]([N+:11]([O-:13])=[O:12])=[CH:7][CH:6]=1)=[O:3].C(N(CC)CC)C.[C:21]([C:23]1[C@@H:28]([C:29]2[CH:34]=[CH:33][C:32]([C:35]#[N:36])=[CH:31][CH:30]=2)[N:27]2[N:37]=[C:38]([NH:40][C:41](=[O:50])[O:42][CH2:43][C:44]3[CH:49]=[CH:48][CH:47]=[CH:46][CH:45]=3)[N:39]=[C:26]2[N:25]([C:51]2[CH:56]=[CH:55][CH:54]=[C:53]([C:57]([F:60])([F:59])[F:58])[CH:52]=2)[C:24]=1[CH3:61])#[N:22], predict the reaction product. The product is: [C:21]([C:23]1[C@@H:28]([C:29]2[CH:34]=[CH:33][C:32]([C:35]#[N:36])=[CH:31][CH:30]=2)[N:27]2[N:37]=[C:38]([N:40]([C:2]([O:4][C:5]3[CH:10]=[CH:9][C:8]([N+:11]([O-:13])=[O:12])=[CH:7][CH:6]=3)=[O:3])[C:41]([O:42][CH2:43][C:44]3[CH:49]=[CH:48][CH:47]=[CH:46][CH:45]=3)=[O:50])[N:39]=[C:26]2[N:25]([C:51]2[CH:56]=[CH:55][CH:54]=[C:53]([C:57]([F:60])([F:59])[F:58])[CH:52]=2)[C:24]=1[CH3:61])#[N:22]. (10) Given the reactants [CH2:1]([NH:8][C:9]1[N:13]([CH2:14][CH3:15])[C:12]2[CH:16]=[CH:17][C:18]([N:20]([C:22]3[CH:27]=[CH:26][N:25]=[C:24]([Cl:28])[N:23]=3)[CH3:21])=[CH:19][C:11]=2[N:10]=1)[C:2]1[CH:7]=[CH:6][CH:5]=[CH:4][CH:3]=1.[NH2:29][C:30]1[CH:35]=[CH:34][C:33]([CH2:36][S:37]([NH2:40])(=[O:39])=[O:38])=[CH:32][CH:31]=1, predict the reaction product. The product is: [ClH:28].[CH2:1]([NH:8][C:9]1[N:13]([CH2:14][CH3:15])[C:12]2[CH:16]=[CH:17][C:18]([N:20]([CH3:21])[C:22]3[CH:27]=[CH:26][N:25]=[C:24]([NH:29][C:30]4[CH:35]=[CH:34][C:33]([CH2:36][S:37]([NH2:40])(=[O:38])=[O:39])=[CH:32][CH:31]=4)[N:23]=3)=[CH:19][C:11]=2[N:10]=1)[C:2]1[CH:7]=[CH:6][CH:5]=[CH:4][CH:3]=1.